The task is: Binary Classification. Given a miRNA mature sequence and a target amino acid sequence, predict their likelihood of interaction.. This data is from Experimentally validated miRNA-target interactions with 360,000+ pairs, plus equal number of negative samples. (1) The miRNA is hsa-miR-519e-5p with sequence UUCUCCAAAAGGGAGCACUUUC. The protein sequence of the target gene is MALAARLLPQFLHSRSLPCGAVRLRTPAVAEVRLPSATLCYFCRCRLGLGAALFPRSARALAASALPAQGSRWPVLSSPGLPAAFASFPACPQRSYSTEEKPQQHQKTKMIVLGFSNPINWVRTRIKAFLIWAYFDKEFSITEFSEGAKQAFAHVSKLLSQCKFDLLEELVAKEVLHALKEKVTSLPDNHKNALAANIDEIVFTSTGDISIYYDEKGRKFVNILMCFWYLTSANIPSETLRGASVFQVKLGNQNVETKQLLSASYEFQREFTQGVKPDWTIARIEHSKLLE. Result: 0 (no interaction). (2) The miRNA is mmu-miR-138-5p with sequence AGCUGGUGUUGUGAAUCAGGCCG. The protein sequence of the target gene is MAEVEQKKKRTFRKFTYRGVDLDQLLDMSYEQLMQLYSARQRRRLNRGLRRKQHSLLKRLRKAKKEAPPMEKPEVVKTHLRDMIILPEMVGSMVGVYNGKTFNQVEIKPEMIGHYLGEFSITYKPVKHGRPGIGATHSSRFIPLK. Result: 0 (no interaction). (3) The miRNA is mmu-miR-205-5p with sequence UCCUUCAUUCCACCGGAGUCUG. The protein sequence of the target gene is MTKKRKRQHDFQKVKLKVGKKKPKLQNATPTNFKTKTIHLPEQLKEDGTLPTNNRKLNIKDLLSQMHHYNAGVKQSALLGLKDLLSQYPFIIDAHLSNILSEVTAVFTDKDANVRLAAVQLLQFLAPKIRAEQISPFFPLVSAHLSSAMTHITEGIQEDSLKVLDILLEQYPALITGRSSILLKNFVELISHQQLSKGLINRDRSQSWILSVNPNRRLTSQQWRLKVLVRLSKFLQALADGSSRLRESEGLQEQKENPHATSNSIFINWKEHANDQQHIQVYENGGSQPNVSSQFRLRYL.... Result: 0 (no interaction). (4) The miRNA is mmu-miR-200b-5p with sequence CAUCUUACUGGGCAGCAUUGGA. The protein sequence of the target gene is MQIFVKTLTGKTITLEVEPSDTIENVKAKIQDKEGIPPDQQRLIFAGKQLEDGRTLSDYNIQKESTLHLVLRLRGGMQIFVKTLTGKTITLEVEPSDTIENVKAKIQDKEGIPPDQQRLIFAGKQLEDGRTLSDYNIQKESTLHLVLRLRGGMQIFVKTLTGKTITLEVEPSDTIENVKAKIQDKEGIPPDQQRLIFAGKQLEDGRTLSDYNIQKESTLHLVLRLRGGC. Result: 0 (no interaction).